Dataset: NCI-60 drug combinations with 297,098 pairs across 59 cell lines. Task: Regression. Given two drug SMILES strings and cell line genomic features, predict the synergy score measuring deviation from expected non-interaction effect. (1) Drug 1: C(=O)(N)NO. Drug 2: CC(C)(C#N)C1=CC(=CC(=C1)CN2C=NC=N2)C(C)(C)C#N. Cell line: OVCAR-8. Synergy scores: CSS=-2.42, Synergy_ZIP=1.79, Synergy_Bliss=0.917, Synergy_Loewe=-0.774, Synergy_HSA=-2.26. (2) Cell line: HOP-92. Synergy scores: CSS=29.0, Synergy_ZIP=-11.6, Synergy_Bliss=-6.93, Synergy_Loewe=-3.68, Synergy_HSA=-3.71. Drug 2: B(C(CC(C)C)NC(=O)C(CC1=CC=CC=C1)NC(=O)C2=NC=CN=C2)(O)O. Drug 1: C1=CC(=CC=C1CCCC(=O)O)N(CCCl)CCCl.